Dataset: Full USPTO retrosynthesis dataset with 1.9M reactions from patents (1976-2016). Task: Predict the reactants needed to synthesize the given product. (1) Given the product [N+:30]([C:25]1[CH:26]=[C:27]([O:28][CH3:29])[C:3]([O:2][CH3:1])=[CH:4][C:5]=1[C:6]1[O:7][C:8]2[C:13]([C:14](=[O:16])[CH:15]=1)=[C:12]([O:17][CH3:18])[C:11]([O:19][CH3:20])=[C:10]([O:21][CH3:22])[C:9]=2[O:23][CH3:24])([O-:32])=[O:31], predict the reactants needed to synthesize it. The reactants are: [CH3:1][O:2][C:3]1[CH:4]=[C:5]([CH:25]=[CH:26][C:27]=1[O:28][CH3:29])[C:6]1[O:7][C:8]2[C:13]([C:14](=[O:16])[CH:15]=1)=[C:12]([O:17][CH3:18])[C:11]([O:19][CH3:20])=[C:10]([O:21][CH3:22])[C:9]=2[O:23][CH3:24].[N+:30]([O-])([OH:32])=[O:31].S(=O)(=O)(O)O. (2) Given the product [CH3:15][N:8]1[C:7](=[O:11])[CH:6]=[N:5][NH:4][C:9]1=[O:10], predict the reactants needed to synthesize it. The reactants are: C([N:4]1[C:9](=[O:10])[NH:8][C:7](=[O:11])[CH:6]=[N:5]1)(=O)C.[H-].[Na+].I[CH3:15]. (3) Given the product [C:1]12([NH:6][C:7]3[C:12]([C:13]([NH2:15])=[O:14])=[CH:11][N:10]=[C:9]([NH:45][CH:42]4[CH2:43][CH2:44][O:39][CH2:40][CH2:41]4)[N:8]=3)[CH2:5][CH:3]([CH2:4]1)[CH2:2]2, predict the reactants needed to synthesize it. The reactants are: [C:1]12([NH:6][C:7]3[C:12]([C:13]([NH2:15])=[O:14])=[CH:11][N:10]=[C:9](S(C)=O)[N:8]=3)[CH2:5][CH:3]([CH2:4]1)[CH2:2]2.C12(NC3C(C(N)=O)=CN=C(S(C)(=O)=O)N=3)CC(C1)C2.Cl.[O:39]1[CH2:44][CH2:43][CH:42]([NH2:45])[CH2:41][CH2:40]1.CCN(C(C)C)C(C)C. (4) Given the product [CH3:1][S:2]([C:5]1[CH:10]=[CH:9][C:8]([NH:11][C:12]2[C:17]([N+:18]([O-:20])=[O:19])=[C:16]([O:21][CH:22]3[CH2:27][CH2:26][N:25]([CH2:29][C:30]4[CH:31]=[N:32][CH:33]=[CH:34][CH:35]=4)[CH2:24][CH2:23]3)[N:15]=[CH:14][N:13]=2)=[CH:7][CH:6]=1)(=[O:4])=[O:3], predict the reactants needed to synthesize it. The reactants are: [CH3:1][S:2]([C:5]1[CH:10]=[CH:9][C:8]([NH:11][C:12]2[C:17]([N+:18]([O-:20])=[O:19])=[C:16]([O:21][CH:22]3[CH2:27][CH2:26][NH:25][CH2:24][CH2:23]3)[N:15]=[CH:14][N:13]=2)=[CH:7][CH:6]=1)(=[O:4])=[O:3].Cl[CH2:29][C:30]1[CH:31]=[N:32][CH:33]=[CH:34][CH:35]=1.C(N(CC)CC)C. (5) Given the product [CH2:8]([N:7]1[C:2](=[O:1])[N:3]2[CH:13]=[N:12][C:11]([C:14]3[S:16][CH:18]=[C:19]([C:21]4[S:22][CH:23]=[CH:24][CH:25]=4)[N:15]=3)=[C:4]2[N:5]=[N:6]1)[C:9]#[CH:10], predict the reactants needed to synthesize it. The reactants are: [O:1]=[C:2]1[N:7]([CH2:8][C:9]#[CH:10])[N:6]=[N:5][C:4]2=[C:11]([C:14](=[S:16])[NH2:15])[N:12]=[CH:13][N:3]12.Br[CH2:18][C:19]([C:21]1[S:22][CH:23]=[CH:24][CH:25]=1)=O. (6) Given the product [N:3]1[CH:4]=[CH:5][C:6]([C:8]2[CH:14]=[CH:13][C:11]([NH2:12])=[CH:10][CH:9]=2)=[N:7][CH:2]=1, predict the reactants needed to synthesize it. The reactants are: Cl[C:2]1[N:7]=[C:6]([C:8]2[CH:14]=[CH:13][C:11]([NH2:12])=[CH:10][CH:9]=2)[CH:5]=[CH:4][N:3]=1.